Dataset: CYP2C9 inhibition data for predicting drug metabolism from PubChem BioAssay. Task: Regression/Classification. Given a drug SMILES string, predict its absorption, distribution, metabolism, or excretion properties. Task type varies by dataset: regression for continuous measurements (e.g., permeability, clearance, half-life) or binary classification for categorical outcomes (e.g., BBB penetration, CYP inhibition). Dataset: cyp2c9_veith. (1) The compound is COc1ccc(-n2ccnc2SCC(=O)Nc2ccccc2)cc1. The result is 1 (inhibitor). (2) The compound is Cc1cccc(N2CC(O)=C(c3nc4ccccc4n3C)C2=N)c1. The result is 0 (non-inhibitor). (3) The molecule is C[C@@H]1C[C@@H]2[C@H]3CCC4=CC(=O)C=C[C@]4(C)[C@]3(Cl)[C@@H](O)C[C@@]2(C)[C@@]1(O)C(=O)CO. The result is 0 (non-inhibitor). (4) The result is 0 (non-inhibitor). The compound is CN[C@@H]1[C@H](O)[C@@H]2O[C@@H]3O[C@H](C)CC(=O)[C@]3(O)O[C@H]2[C@H](NC)[C@@H]1O. (5) The molecule is O=C(O)[C@@H](c1ccccc1)[C@@H](C(=O)O)c1ccccc1. The result is 0 (non-inhibitor). (6) The molecule is CC(C)n1cnc2c(C(=O)N[C@H]3CN4CCC3CC4)cc(Cl)cc21. The result is 1 (inhibitor). (7) The molecule is CNC(=O)[C@@H]1O[C@@H](n2cnc3c(NCc4ccc(I)cc4)nc(Cl)nc32)[C@H](O)[C@@H]1O. The result is 1 (inhibitor). (8) The compound is CCc1ccc2nc(NC(=O)c3cc(C)on3)sc2c1. The result is 1 (inhibitor). (9) The compound is NC(N)=Nc1nc2ccc([N+](=O)[O-])cc2[nH]1. The result is 0 (non-inhibitor). (10) The molecule is O=C(c1cc(C(F)(F)F)cc(C(F)(F)F)c1)N1CCC[C@@]2(CCN(c3ccccc3)C2)C1. The result is 0 (non-inhibitor).